From a dataset of CYP2C9 inhibition data for predicting drug metabolism from PubChem BioAssay. Regression/Classification. Given a drug SMILES string, predict its absorption, distribution, metabolism, or excretion properties. Task type varies by dataset: regression for continuous measurements (e.g., permeability, clearance, half-life) or binary classification for categorical outcomes (e.g., BBB penetration, CYP inhibition). Dataset: cyp2c9_veith. (1) The compound is C[N@@+]1(Cc2ccc(Cl)c(Cl)c2)CCC[C@@H]1c1ccc[n+](Cc2ccc(Cl)c(Cl)c2)c1. The result is 0 (non-inhibitor). (2) The drug is Cn1c(-c2ccc3c(c2)OCO3)cc(=O)c2ccccc21. The result is 0 (non-inhibitor). (3) The compound is COc1ccccc1CNCC(O)(c1ccc(Cl)cc1)c1ccc(Cl)cc1. The result is 1 (inhibitor). (4) The molecule is COCCNc1nc(-c2ccccc2CN(C)C)nc2ccccc12. The result is 0 (non-inhibitor). (5) The drug is CC(=O)CC(=O)Nc1ccc2ccccc2c1. The result is 0 (non-inhibitor). (6) The compound is CCN(CC)C(=O)N[C@H]1C=C2c3cccc4[nH]cc(c34)C[C@@H]2N(C)C1. The result is 0 (non-inhibitor).